This data is from Peptide-MHC class II binding affinity with 134,281 pairs from IEDB. The task is: Regression. Given a peptide amino acid sequence and an MHC pseudo amino acid sequence, predict their binding affinity value. This is MHC class II binding data. (1) The peptide sequence is VLNRKTFEREYPTIK. The MHC is DRB3_0101 with pseudo-sequence DRB3_0101. The binding affinity (normalized) is 0.353. (2) The peptide sequence is TISNNLFFNHHKVML. The MHC is DRB1_0401 with pseudo-sequence DRB1_0401. The binding affinity (normalized) is 0.201.